From a dataset of Peptide-MHC class II binding affinity with 134,281 pairs from IEDB. Regression. Given a peptide amino acid sequence and an MHC pseudo amino acid sequence, predict their binding affinity value. This is MHC class II binding data. (1) The peptide sequence is QSALSEFIKFAEGRR. The MHC is DRB3_0101 with pseudo-sequence DRB3_0101. The binding affinity (normalized) is 0.276. (2) The peptide sequence is WLGARYLEFEALGFLKK. The MHC is HLA-DQA10102-DQB10501 with pseudo-sequence HLA-DQA10102-DQB10501. The binding affinity (normalized) is 0.543. (3) The peptide sequence is EKLYFAATQFEPLAA. The MHC is HLA-DPA10201-DPB10501 with pseudo-sequence HLA-DPA10201-DPB10501. The binding affinity (normalized) is 0.791. (4) The peptide sequence is YDKFLANVSTNLTGK. The MHC is DRB1_1602 with pseudo-sequence DRB1_1602. The binding affinity (normalized) is 0.666.